Dataset: Full USPTO retrosynthesis dataset with 1.9M reactions from patents (1976-2016). Task: Predict the reactants needed to synthesize the given product. (1) Given the product [CH2:1]([C@@H:3]1[N:9]([C:10]([CH:12]2[CH2:17][CH2:16][O:15][CH2:14][CH2:13]2)=[O:11])[CH2:8][C:7]2[CH:18]=[CH:19][C:20]([C:22]([NH:26][OH:27])=[O:24])=[CH:21][C:6]=2[O:5][CH2:4]1)[CH3:2], predict the reactants needed to synthesize it. The reactants are: [CH2:1]([C@@H:3]1[N:9]([C:10]([CH:12]2[CH2:17][CH2:16][O:15][CH2:14][CH2:13]2)=[O:11])[CH2:8][C:7]2[CH:18]=[CH:19][C:20]([C:22]([O:24]C)=O)=[CH:21][C:6]=2[O:5][CH2:4]1)[CH3:2].[NH2:26][OH:27].[OH-].[Na+]. (2) Given the product [CH:1]1([N:5]2[CH2:6][CH2:7][CH:8]([N:11]3[CH2:20][CH2:19][C:18]4[C:13](=[CH:14][CH:15]=[C:16]([O:21][C:35]5[CH:36]=[CH:37][C:32]([C:31]([O:30][CH3:29])=[O:39])=[CH:33][CH:34]=5)[CH:17]=4)[C:12]3=[O:22])[CH2:9][CH2:10]2)[CH2:2][CH2:3][CH2:4]1, predict the reactants needed to synthesize it. The reactants are: [CH:1]1([N:5]2[CH2:10][CH2:9][CH:8]([N:11]3[CH2:20][CH2:19][C:18]4[C:13](=[CH:14][CH:15]=[C:16]([OH:21])[CH:17]=4)[C:12]3=[O:22])[CH2:7][CH2:6]2)[CH2:4][CH2:3][CH2:2]1.C(=O)([O-])[O-].[K+].[K+].[CH3:29][O:30][C:31](=[O:39])[C:32]1[CH:37]=[CH:36][C:35](F)=[CH:34][CH:33]=1. (3) The reactants are: [NH2:1][C:2]1[N:7]=[CH:6][C:5]([O:8][CH:9]2[CH2:12][N:11]([C:13]([O:15][C:16]([CH3:19])([CH3:18])[CH3:17])=[O:14])[CH2:10]2)=[CH:4][CH:3]=1.Br[C:21]1[C:22](=[O:29])[N:23]([CH3:28])[CH:24]=[C:25]([Br:27])[CH:26]=1.C([O-])([O-])=O.[Cs+].[Cs+]. Given the product [Br:27][C:25]1[CH:26]=[C:21]([NH:1][C:2]2[N:7]=[CH:6][C:5]([O:8][CH:9]3[CH2:12][N:11]([C:13]([O:15][C:16]([CH3:19])([CH3:18])[CH3:17])=[O:14])[CH2:10]3)=[CH:4][CH:3]=2)[C:22](=[O:29])[N:23]([CH3:28])[CH:24]=1, predict the reactants needed to synthesize it. (4) The reactants are: C([O:3][C:4]([CH:6]1[CH2:11][CH2:10][N:9]([S:12]([N:15]2[CH2:20][CH2:19][O:18][CH2:17][CH2:16]2)(=[O:14])=[O:13])[CH2:8][CH2:7]1)=[O:5])C.[OH-].[Na+]. Given the product [N:15]1([S:12]([N:9]2[CH2:10][CH2:11][CH:6]([C:4]([OH:5])=[O:3])[CH2:7][CH2:8]2)(=[O:14])=[O:13])[CH2:16][CH2:17][O:18][CH2:19][CH2:20]1, predict the reactants needed to synthesize it. (5) Given the product [F:18][CH:19]1[CH2:24][CH2:23][N:22]([CH2:2][CH2:3][CH2:4][CH2:5][NH2:6])[CH2:21][CH2:20]1, predict the reactants needed to synthesize it. The reactants are: Br[CH2:2][CH2:3][CH2:4][CH2:5][N:6]1C(=O)C2=CC=CC=C2C1=O.Cl.[F:18][CH:19]1[CH2:24][CH2:23][NH:22][CH2:21][CH2:20]1.C(N(CC)CC)C.O.NN. (6) Given the product [OH:13][CH2:14][CH:15]1[N:16]([CH2:21][CH:22]([CH3:24])[CH3:23])[CH2:17][CH2:18][N:19]([C:2]2[NH:3][C:4](=[O:12])[C:5]3[C:10]([CH:11]=2)=[CH:9][CH:8]=[CH:7][CH:6]=3)[CH2:20]1, predict the reactants needed to synthesize it. The reactants are: Cl[C:2]1[NH:3][C:4](=[O:12])[C:5]2[C:10]([CH:11]=1)=[CH:9][CH:8]=[CH:7][CH:6]=2.[OH:13][CH2:14][CH:15]1[CH2:20][NH:19][CH2:18][CH2:17][N:16]1[CH2:21][CH:22]([CH3:24])[CH3:23]. (7) Given the product [CH2:1]([O:2][C:3]1[CH:11]=[CH:10][C:9]([N+:12]([O-:14])=[O:13])=[C:8]2[C:4]=1[CH2:5][N:6]([CH3:16])[C:7]2=[O:15])[CH3:18], predict the reactants needed to synthesize it. The reactants are: [CH3:1][O:2][C:3]1[CH:11]=[CH:10][C:9]([N+:12]([O-:14])=[O:13])=[C:8]2[C:4]=1[CH2:5][N:6]([CH3:16])[C:7]2=[O:15].O[C:18]1C=CC([N+]([O-])=O)=C2C=1CN(C)C2=O. (8) Given the product [C:1]([O:5][C:6]([N:8]1[CH2:13][CH2:12][C@H:11]([O:14][C:15]2[CH:20]=[CH:19][CH:18]=[C:17]([NH2:21])[N:16]=2)[CH2:10][C@@H:9]1[CH3:35])=[O:7])([CH3:4])([CH3:2])[CH3:3], predict the reactants needed to synthesize it. The reactants are: [C:1]([O:5][C:6]([N:8]1[CH2:13][CH2:12][C@H:11]([O:14][C:15]2[CH:20]=[CH:19][CH:18]=[C:17]([N:21]=C(C3C=CC=CC=3)C3C=CC=CC=3)[N:16]=2)[CH2:10][C@@H:9]1[CH3:35])=[O:7])([CH3:4])([CH3:3])[CH3:2].C([O-])(=O)C.[Na+].Cl.ON. (9) Given the product [F:25][CH:10]1[CH2:11][CH:12]([C:15]2[CH:20]=[CH:19][C:18]([N+:21]([O-:23])=[O:22])=[CH:17][C:16]=2[F:24])[CH2:13][CH2:14][C:9]1=[O:8], predict the reactants needed to synthesize it. The reactants are: C([Si]([O:8][CH:9]1[CH2:14][CH2:13][CH:12]([C:15]2[CH:20]=[CH:19][C:18]([N+:21]([O-:23])=[O:22])=[CH:17][C:16]=2[F:24])[CH2:11][CH:10]1[F:25])(C)C)(C)(C)C. (10) Given the product [CH:3]1([C@H:9]([NH:14][C:15]([C:17]2[CH:22]=[CH:21][C:20]([C:23]3[CH:28]=[CH:27][CH:26]=[CH:25][CH:24]=3)=[CH:19][C:18]=2[NH:29][C:30](=[O:41])[CH2:31][C:32]2[C:37]([Cl:38])=[CH:36][C:35]([Cl:39])=[CH:34][C:33]=2[Cl:40])=[O:16])[C:10]([OH:12])=[O:11])[CH2:8][CH2:7][CH2:6][CH2:5][CH2:4]1, predict the reactants needed to synthesize it. The reactants are: [OH-].[Li+].[CH:3]1([C@H:9]([NH:14][C:15]([C:17]2[CH:22]=[CH:21][C:20]([C:23]3[CH:28]=[CH:27][CH:26]=[CH:25][CH:24]=3)=[CH:19][C:18]=2[NH:29][C:30](=[O:41])[CH2:31][C:32]2[C:37]([Cl:38])=[CH:36][C:35]([Cl:39])=[CH:34][C:33]=2[Cl:40])=[O:16])[C:10]([O:12]C)=[O:11])[CH2:8][CH2:7][CH2:6][CH2:5][CH2:4]1.CO.O.